Predict the reactants needed to synthesize the given product. From a dataset of Full USPTO retrosynthesis dataset with 1.9M reactions from patents (1976-2016). (1) The reactants are: [C:1]1([CH2:7][CH2:8][CH2:9][CH2:10][NH2:11])[CH:6]=[CH:5][CH:4]=[CH:3][CH:2]=1.N1(CCCN[C:22]([C@@H:24]2[CH2:29][CH2:28][CH2:27][CH2:26][N:25]2[S:30](=[O:45])(=[O:44])[NH:31][C:32]2[CH:37]=[C:36]([O:38][CH3:39])[C:35]([O:40][CH3:41])=[C:34]([O:42][CH3:43])[CH:33]=2)=[O:23])CCCCC1. Given the product [C:1]1([CH2:7][CH2:8][CH2:9][CH2:10][NH:11][C:22]([C@@H:24]2[CH2:29][CH2:28][CH2:27][CH2:26][N:25]2[S:30](=[O:44])(=[O:45])[NH:31][C:32]2[CH:33]=[C:34]([O:42][CH3:43])[C:35]([O:40][CH3:41])=[C:36]([O:38][CH3:39])[CH:37]=2)=[O:23])[CH:6]=[CH:5][CH:4]=[CH:3][CH:2]=1, predict the reactants needed to synthesize it. (2) Given the product [OH:18][CH2:17][C@:4]12[CH2:8][C@H:7]([NH:9][C:10](=[O:16])[O:11][C:12]([CH3:15])([CH3:13])[CH3:14])[C@H:6]([Se:25][C:19]3[CH:24]=[CH:23][CH:22]=[CH:21][CH:20]=3)[C@H:5]1[O:1][CH2:2][CH2:3]2, predict the reactants needed to synthesize it. The reactants are: [OH:1][CH2:2][CH2:3][C@@:4]1([CH2:17][OH:18])[CH2:8][C@H:7]([NH:9][C:10](=[O:16])[O:11][C:12]([CH3:15])([CH3:14])[CH3:13])[CH:6]=[CH:5]1.[C:19]1([Se:25]N2C(=O)C3=CC=CC=C3C2=O)[CH:24]=[CH:23][CH:22]=[CH:21][CH:20]=1.B(F)(F)F. (3) Given the product [Cl:1][C:2]1[CH:7]=[CH:6][C:5]([CH:8]2[CH:13]([CH2:14][CH2:15][CH3:16])[CH2:12][N:11]([C:25]([O:27][C:28]([CH3:31])([CH3:30])[CH3:29])=[O:26])[CH2:10][CH:9]2[OH:17])=[CH:4][CH:3]=1, predict the reactants needed to synthesize it. The reactants are: [Cl:1][C:2]1[CH:7]=[CH:6][C:5]([CH:8]2[CH:13]([CH2:14][CH2:15][CH3:16])[CH2:12][NH:11][CH2:10][CH:9]2[OH:17])=[CH:4][CH:3]=1.C(N(CC)CC)C.[C:25](O[C:25]([O:27][C:28]([CH3:31])([CH3:30])[CH3:29])=[O:26])([O:27][C:28]([CH3:31])([CH3:30])[CH3:29])=[O:26]. (4) Given the product [CH3:61][O:63][C:1]1[CH:15]=[CH:7][C:4]([C@H:59]2[CH2:37][C@H:56]([CH2:57][C:28]([O:30][CH3:31])=[O:29])[CH2:58]2)=[CH:3][CH:2]=1, predict the reactants needed to synthesize it. The reactants are: [CH2:1]([Li])[CH2:2][CH2:3][CH3:4].C[C:7]1([CH3:15])CCCC(C)(C)N1.COC1C=CC([C@H]2C[C@H]([C:28]([O:30][CH3:31])=[O:29])C2)=CC=1.BrCBr.[Li]N1C(C)(C)CCC[C:37]1(C)C.C[Si]([N-][Si](C)(C)C)(C)C.[Li+].[CH:56]([Li])([CH2:58][CH3:59])[CH3:57].[C:61](Cl)(=[O:63])C. (5) Given the product [CH3:1][CH:2]1[CH2:7][CH2:6][CH2:5][CH:4]([CH2:8][CH2:9][O:10][C:11]2[CH:16]=[CH:15][CH:14]=[CH:13][CH:12]=2)[NH:3]1, predict the reactants needed to synthesize it. The reactants are: [CH3:1][C:2]1[CH:7]=[CH:6][CH:5]=[C:4]([CH2:8][CH2:9][O:10][C:11]2[CH:16]=[CH:15][CH:14]=[CH:13][CH:12]=2)[N:3]=1. (6) Given the product [CH3:28][O:27][C:24]1[CH:25]=[CH:26][C:21]([C:10]2[C:11]([C:13]3[CH:18]=[CH:17][C:16]([O:19][CH3:20])=[CH:15][CH:14]=3)=[N:33][O:29][C:9]=2[C:6]2[CH:7]=[CH:8][C:3]([O:2][CH3:1])=[CH:4][CH:5]=2)=[CH:22][CH:23]=1, predict the reactants needed to synthesize it. The reactants are: [CH3:1][O:2][C:3]1[CH:8]=[CH:7][C:6]([C:9](=[O:29])[CH:10]([C:21]2[CH:26]=[CH:25][C:24]([O:27][CH3:28])=[CH:23][CH:22]=2)[C:11]([C:13]2[CH:18]=[CH:17][C:16]([O:19][CH3:20])=[CH:15][CH:14]=2)=O)=[CH:5][CH:4]=1.Cl.NO.[N:33]1C=CC=CC=1. (7) Given the product [Br:13][C:14]1[CH:15]=[C:16]([C:20]2([C:7]3[CH:12]=[CH:11][N:10]=[CH:9][CH:8]=3)[C:28]3[C:29](=[CH:30][CH:31]=[CH:32][CH:33]=3)[C:34]([NH2:35])=[N:21]2)[CH:17]=[CH:18][CH:19]=1, predict the reactants needed to synthesize it. The reactants are: C([Li])(C)(C)C.I[C:7]1[CH:12]=[CH:11][N:10]=[CH:9][CH:8]=1.[Br:13][C:14]1[CH:15]=[C:16]([C:20]([C:28]2[CH:33]=[CH:32][CH:31]=[CH:30][C:29]=2[C:34]#[N:35])=[N:21]S(C(C)(C)C)=O)[CH:17]=[CH:18][CH:19]=1. (8) Given the product [CH3:8][N:9]1[N:25]=[CH:24][C:23]2[NH:22][C:21](=[O:26])[C@H:20]([CH:27]([CH3:29])[CH3:28])[CH2:19][CH2:18][CH2:17][C@H:16]([NH:30][C:31](=[O:37])[O:32][C:33]([CH3:36])([CH3:35])[CH3:34])[C:15]3[CH:38]=[C:11]([CH:12]=[CH:13][N:14]=3)[C:10]1=2, predict the reactants needed to synthesize it. The reactants are: FC(F)(F)C(O)=O.[CH3:8][N:9]1[N:25]=[CH:24][C:23]2[NH:22][C:21](=[O:26])[C@H:20]([CH:27]([CH3:29])[CH3:28])[CH:19]=[CH:18][CH2:17][C@H:16]([NH:30][C:31](=[O:37])[O:32][C:33]([CH3:36])([CH3:35])[CH3:34])[C:15]3[CH:38]=[C:11]([CH:12]=[CH:13][N:14]=3)[C:10]1=2.